Dataset: Peptide-MHC class I binding affinity with 185,985 pairs from IEDB/IMGT. Task: Regression. Given a peptide amino acid sequence and an MHC pseudo amino acid sequence, predict their binding affinity value. This is MHC class I binding data. (1) The peptide sequence is GFPSLESSF. The MHC is HLA-A11:01 with pseudo-sequence HLA-A11:01. The binding affinity (normalized) is 0.0847. (2) The peptide sequence is WLVHKQWFLD. The MHC is HLA-A32:01 with pseudo-sequence HLA-A32:01. The binding affinity (normalized) is 0.294. (3) The peptide sequence is ICSSVLKRY. The MHC is HLA-A23:01 with pseudo-sequence HLA-A23:01. The binding affinity (normalized) is 0.113. (4) The peptide sequence is LMTHTWHAK. The MHC is HLA-A24:03 with pseudo-sequence HLA-A24:03. The binding affinity (normalized) is 0.0847. (5) The binding affinity (normalized) is 0.902. The peptide sequence is ALAPSTMKI. The MHC is HLA-A02:02 with pseudo-sequence HLA-A02:02. (6) The peptide sequence is AVAVARVAA. The MHC is HLA-B39:01 with pseudo-sequence HLA-B39:01. The binding affinity (normalized) is 0.0847.